From a dataset of Forward reaction prediction with 1.9M reactions from USPTO patents (1976-2016). Predict the product of the given reaction. (1) Given the reactants [Li]CCCC.Br[CH2:7][CH2:8][CH2:9][CH2:10][CH2:11][CH2:12][CH2:13][CH2:14][CH2:15][CH2:16][CH2:17][CH2:18][OH:19].[Si:20]([O:27][C@H:28]([CH2:31][CH2:32][CH2:33][CH3:34])[C:29]#[CH:30])([C:23]([CH3:26])([CH3:25])[CH3:24])([CH3:22])[CH3:21].Cl, predict the reaction product. The product is: [Si:20]([O:27][C@H:28]([CH2:31][CH2:32][CH2:33][CH3:34])[C:29]#[C:30][CH2:7][CH2:8][CH2:9][CH2:10][CH2:11][CH2:12][CH2:13][CH2:14][CH2:15][CH2:16][CH2:17][CH2:18][OH:19])([C:23]([CH3:24])([CH3:25])[CH3:26])([CH3:22])[CH3:21]. (2) The product is: [Br:11][C:12]1[CH:17]=[CH:16][C:15](=[C:6]2[C:7](=[O:8])[O:9][C:2]([CH3:10])([CH3:1])[O:3][C:4]2=[O:5])[NH:14][CH:13]=1. Given the reactants [CH3:1][C:2]1([CH3:10])[O:9][C:7](=[O:8])[CH2:6][C:4](=[O:5])[O:3]1.[Br:11][C:12]1[CH:13]=[N+:14]([O-])[CH:15]=[CH:16][CH:17]=1, predict the reaction product. (3) The product is: [CH3:12][C:4]1[N:3]=[C:2]([NH:20][CH2:19][C:18]2[CH:17]=[CH:16][C:15]([C:14]([F:13])([F:23])[F:24])=[CH:22][CH:21]=2)[N:7]=[C:6]([NH2:8])[C:5]=1[N+:9]([O-:11])=[O:10]. Given the reactants Cl[C:2]1[N:7]=[C:6]([NH2:8])[C:5]([N+:9]([O-:11])=[O:10])=[C:4]([CH3:12])[N:3]=1.[F:13][C:14]([F:24])([F:23])[C:15]1[CH:22]=[CH:21][C:18]([CH2:19][NH2:20])=[CH:17][CH:16]=1, predict the reaction product. (4) Given the reactants [Cl:1][CH2:2][C:3]([CH3:8])([CH3:7])[C:4]([OH:6])=[O:5].[C:9](O)([CH3:12])([CH3:11])[CH3:10].C1CCN2C(=NCCC2)CC1.C([O-])(O)=O.[Na+], predict the reaction product. The product is: [C:9]([O:5][C:4](=[O:6])[C:3]([CH3:8])([CH3:7])[CH2:2][Cl:1])([CH3:12])([CH3:11])[CH3:10]. (5) Given the reactants [S:1]1(=[O:13])(=[O:12])[C:7]2[CH:8]=[CH:9][CH:10]=[CH:11][C:6]=2[CH2:5][CH2:4][CH2:3][CH2:2]1.[CH3:14][NH:15][CH3:16], predict the reaction product. The product is: [CH3:14][N:15]([CH3:16])[C:10]1[CH:9]=[CH:8][C:7]2[S:1](=[O:12])(=[O:13])[CH2:2][CH2:3][CH2:4][CH2:5][C:6]=2[CH:11]=1. (6) The product is: [F:11][C:5]1[C:6]([F:10])=[CH:7][CH:8]=[CH:9][C:4]=1/[C:2](=[N:18]/[S@@:16]([C:13]([CH3:15])([CH3:14])[CH3:12])=[O:17])/[CH3:1]. Given the reactants [CH3:1][C:2]([C:4]1[CH:9]=[CH:8][CH:7]=[C:6]([F:10])[C:5]=1[F:11])=O.[CH3:12][C:13]([S@:16]([NH2:18])=[O:17])([CH3:15])[CH3:14], predict the reaction product. (7) Given the reactants [CH3:1][NH:2][C:3]1[C:4]([O:11][C:12]2[CH:17]=[CH:16][CH:15]=[CH:14][C:13]=2[CH3:18])=[N:5][C:6]([S:9][CH3:10])=[N:7][CH:8]=1.C(N(C(C)C)C(C)C)C.[F:28][C:29]([F:47])([F:46])[C:30]1[CH:31]=[C:32]([C:40]([CH3:45])([CH3:44])[C:41](Cl)=[O:42])[CH:33]=[C:34]([C:36]([F:39])([F:38])[F:37])[CH:35]=1.[OH-].[Na+], predict the reaction product. The product is: [F:28][C:29]([F:47])([F:46])[C:30]1[CH:31]=[C:32]([C:40]([CH3:45])([CH3:44])[C:41]([N:2]([CH3:1])[C:3]2[C:4]([O:11][C:12]3[CH:17]=[CH:16][CH:15]=[CH:14][C:13]=3[CH3:18])=[N:5][C:6]([S:9][CH3:10])=[N:7][CH:8]=2)=[O:42])[CH:33]=[C:34]([C:36]([F:39])([F:38])[F:37])[CH:35]=1. (8) Given the reactants [F:1][C:2]1[CH:3]=[C:4]([CH:13]=[CH:14][C:15]=1[OH:16])/[CH:5]=[C:6]1\[N:7]=[C:8]([CH3:12])[O:9][C:10]\1=O.[CH3:17][NH2:18].C(=O)([O-])[O-].[K+].[K+].Cl, predict the reaction product. The product is: [F:1][C:2]1[CH:3]=[C:4]([CH:13]=[CH:14][C:15]=1[OH:16])/[CH:5]=[C:6]1\[N:7]=[C:8]([CH3:12])[N:18]([CH3:17])[C:10]\1=[O:9]. (9) Given the reactants [CH3:1][C@H:2]1[CH2:8][NH:7][CH2:6][C:5]2[CH:9]=[CH:10][C:11]([C:13]([O:15][CH3:16])=[O:14])=[CH:12][C:4]=2[O:3]1.C=O.[BH-](OC(C)=O)(OC(C)=O)O[C:21](C)=O.[Na+], predict the reaction product. The product is: [CH3:1][C@H:2]1[CH2:8][N:7]([CH3:21])[CH2:6][C:5]2[CH:9]=[CH:10][C:11]([C:13]([O:15][CH3:16])=[O:14])=[CH:12][C:4]=2[O:3]1.